This data is from Peptide-MHC class I binding affinity with 185,985 pairs from IEDB/IMGT. The task is: Regression. Given a peptide amino acid sequence and an MHC pseudo amino acid sequence, predict their binding affinity value. This is MHC class I binding data. (1) The peptide sequence is KCPLHVTI. The MHC is Mamu-A01 with pseudo-sequence Mamu-A01. The binding affinity (normalized) is 0.109. (2) The peptide sequence is SPRSRNRSF. The MHC is HLA-B15:17 with pseudo-sequence HLA-B15:17. The binding affinity (normalized) is 0.0847. (3) The peptide sequence is NISLPLYTV. The MHC is HLA-A02:03 with pseudo-sequence HLA-A02:03. The binding affinity (normalized) is 0.243. (4) The binding affinity (normalized) is 0. The MHC is HLA-B27:05 with pseudo-sequence HLA-B27:05. The peptide sequence is ALPPRAYAM. (5) The peptide sequence is LPCRIKQII. The MHC is HLA-B54:01 with pseudo-sequence HLA-B54:01. The binding affinity (normalized) is 0.248. (6) The peptide sequence is SEMGANFKA. The MHC is HLA-B15:42 with pseudo-sequence HLA-B15:42. The binding affinity (normalized) is 0.213. (7) The peptide sequence is YKEPNSIIL. The MHC is HLA-B15:17 with pseudo-sequence HLA-B15:17. The binding affinity (normalized) is 0.0847.